Predict the product of the given reaction. From a dataset of Forward reaction prediction with 1.9M reactions from USPTO patents (1976-2016). Given the reactants [Cl:1][C:2]1[CH:3]=[C:4]2[C:8](=[C:9]([CH:11]=C)[CH:10]=1)[N:7]([CH2:13][O:14][CH2:15][CH2:16][Si:17]([CH3:20])([CH3:19])[CH3:18])[CH:6]=[C:5]2[C:21]#[N:22].C[N+]1([O-])CC[O:27]CC1.C1COCC1.I([O-])(=O)(=O)=O.[Na+], predict the reaction product. The product is: [Cl:1][C:2]1[CH:3]=[C:4]2[C:8](=[C:9]([CH:11]=[O:27])[CH:10]=1)[N:7]([CH2:13][O:14][CH2:15][CH2:16][Si:17]([CH3:20])([CH3:19])[CH3:18])[CH:6]=[C:5]2[C:21]#[N:22].